From a dataset of Catalyst prediction with 721,799 reactions and 888 catalyst types from USPTO. Predict which catalyst facilitates the given reaction. The catalyst class is: 4. Reactant: [NH2:1][C:2]1[CH:7]=[CH:6][N:5]=[CH:4][CH:3]=1.C(N(CC)CC)C.[C:15](Cl)(=[O:20])[C:16]([CH3:19])([CH3:18])[CH3:17].O. Product: [CH3:17][C:16]([CH3:19])([CH3:18])[C:15]([NH:1][C:2]1[CH:7]=[CH:6][N:5]=[CH:4][CH:3]=1)=[O:20].